The task is: Predict the reaction yield, written as a fraction of the theoretical maximum amount of product (1.0 means a 100% yield; for example, 0.34 means a 34% yield).. This data is from Reaction yield outcomes from USPTO patents with 853,638 reactions. (1) The reactants are [CH2:1]([O:3][C:4]1[CH:10]=[CH:9][CH:8]=[CH:7][C:5]=1[NH2:6])[CH3:2].P(=O)(O)(O)O.[N+]([O-])(O)=O.[N:20]([O-])=O.[Na+].C([O-])(=O)C.[K+].[C:29]([CH2:32][C:33](=[O:35])[CH3:34])(=[O:31])[CH3:30]. The catalyst is O.C(O)C. The product is [CH2:1]([O:3][C:4]1[CH:10]=[CH:9][CH:8]=[CH:7][C:5]=1[NH:6][N:20]=[C:32]([C:33](=[O:35])[CH3:34])[C:29](=[O:31])[CH3:30])[CH3:2]. The yield is 0.550. (2) The product is [C:28]([O:1][CH2:2][C@H:3]([NH:17][C:18]([O:19][C:35]([CH3:34])([CH3:36])[CH3:21])=[O:20])[C:4]1[CH:5]=[CH:6][C:7]([O:10][CH2:11][CH:12]([CH3:16])[CH2:13][CH2:14][CH3:15])=[CH:8][CH:9]=1)(=[O:30])[CH3:29]. The reactants are [OH:1][CH2:2][C@H:3]([NH:17][C:18](=[O:20])[O-:19])[C:4]1[CH:9]=[CH:8][C:7]([O:10][CH2:11][CH:12]([CH3:16])[CH2:13][CH2:14][CH3:15])=[CH:6][CH:5]=1.[CH2:21](N(CC)CC)C.[C:28](Cl)(=[O:30])[CH3:29].O1[CH2:36][CH2:35][CH2:34]C1. The catalyst is CN(C1C=CN=CC=1)C. The yield is 0.980. (3) The reactants are [CH2:1]([N:19]([CH2:87][CH2:88][CH2:89][CH2:90][CH2:91][CH2:92][CH2:93][CH2:94][CH2:95][CH2:96][CH2:97][CH2:98][CH2:99][CH2:100][CH2:101][CH2:102][CH2:103][CH3:104])[C:20]([CH2:22][CH2:23][CH:24]([CH:26]1[C:42]2([CH3:43])[CH:29]([CH:30]3[CH:39]([CH2:40][CH2:41]2)[C:38]2([CH3:44])[CH:33]([CH2:34][CH:35]([O:45][C:46](=[O:86])[NH:47][CH2:48][CH2:49][CH2:50][CH2:51][CH2:52][C:53]([N:55]4[CH2:59][CH:58]([OH:60])[CH2:57][CH:56]4[CH:61]([C:80]4[CH:85]=[CH:84][CH:83]=[CH:82][CH:81]=4)[O:62][CH:63]([C:72]4[CH:77]=[CH:76][C:75]([O:78][CH3:79])=[CH:74][CH:73]=4)[C:64]4[CH:69]=[CH:68][C:67]([O:70][CH3:71])=[CH:66][CH:65]=4)=[O:54])[CH2:36][CH2:37]2)[CH2:32][CH2:31]3)[CH2:28][CH2:27]1)[CH3:25])=[O:21])[CH2:2][CH2:3][CH2:4][CH2:5][CH2:6][CH2:7][CH2:8][CH2:9][CH2:10][CH2:11][CH2:12][CH2:13][CH2:14][CH2:15][CH2:16][CH2:17][CH3:18].[C:105]1(=[O:111])[O:110][C:108](=[O:109])[CH2:107][CH2:106]1.C(N(CC)CC)C. The catalyst is CN(C1C=CN=CC=1)C.ClCCl. The product is [CH3:71][O:70][C:67]1[CH:68]=[CH:69][C:64]([CH:63]([C:72]2[CH:77]=[CH:76][C:75]([O:78][CH3:79])=[CH:74][CH:73]=2)[O:62][CH:61]([C:80]2[CH:81]=[CH:82][CH:83]=[CH:84][CH:85]=2)[CH:56]2[N:55]([C:53](=[O:54])[CH2:52][CH2:51][CH2:50][CH2:49][CH2:48][NH:47][C:46]([O:45][CH:35]3[CH2:34][CH:33]4[C:38]([CH3:44])([CH:39]5[CH:30]([CH2:31][CH2:32]4)[CH:29]4[C:42]([CH3:43])([CH:26]([CH:24]([CH3:25])[CH2:23][CH2:22][C:20](=[O:21])[N:19]([CH2:1][CH2:2][CH2:3][CH2:4][CH2:5][CH2:6][CH2:7][CH2:8][CH2:9][CH2:10][CH2:11][CH2:12][CH2:13][CH2:14][CH2:15][CH2:16][CH2:17][CH3:18])[CH2:87][CH2:88][CH2:89][CH2:90][CH2:91][CH2:92][CH2:93][CH2:94][CH2:95][CH2:96][CH2:97][CH2:98][CH2:99][CH2:100][CH2:101][CH2:102][CH2:103][CH3:104])[CH2:27][CH2:28]4)[CH2:41][CH2:40]5)[CH2:37][CH2:36]3)=[O:86])[CH2:59][CH:58]([O:60][C:105](=[O:111])[CH2:106][CH2:107][C:108]([OH:110])=[O:109])[CH2:57]2)=[CH:65][CH:66]=1. The yield is 0.710.